From a dataset of Full USPTO retrosynthesis dataset with 1.9M reactions from patents (1976-2016). Predict the reactants needed to synthesize the given product. (1) Given the product [NH2:1][C:2]1[C:3]2[C:10]([C:11](=[S:31])[NH2:12])=[CH:9][N:8]([C@H:13]3[C@H:20]4[C@H:16]([O:17][C:18](=[O:21])[O:19]4)[C@@H:15]([CH2:22][OH:23])[O:14]3)[C:4]=2[N:5]=[CH:6][N:7]=1, predict the reactants needed to synthesize it. The reactants are: [NH2:1][C:2]1[C:3]2[C:10]([C:11]#[N:12])=[CH:9][N:8]([C@H:13]3[C@H:20]4[C@H:16]([O:17][C:18](=[O:21])[O:19]4)[C@@H:15]([CH2:22][OH:23])[O:14]3)[C:4]=2[N:5]=[CH:6][N:7]=1.C(N(CC)CC)C.[SH2:31]. (2) Given the product [CH2:24]([O:23][CH2:2][C:3]1[CH:4]=[C:5]([CH3:22])[CH:6]=[C:7]2[C:12]=1[O:11][CH:10]([C:13]([F:16])([F:15])[F:14])[C:9]([C:17]([O:19][CH2:20][CH3:21])=[O:18])=[CH:8]2)[CH3:25], predict the reactants needed to synthesize it. The reactants are: I[CH2:2][C:3]1[CH:4]=[C:5]([CH3:22])[CH:6]=[C:7]2[C:12]=1[O:11][CH:10]([C:13]([F:16])([F:15])[F:14])[C:9]([C:17]([O:19][CH2:20][CH3:21])=[O:18])=[CH:8]2.[O-:23][CH2:24][CH3:25].[Na+]. (3) Given the product [CH3:6][C:7]1([CH3:39])[CH2:8][C:9]([C:17]2[CH:26]=[C:25]([O:27][CH2:28][C:29]3[CH:38]=[CH:37][C:36]4[C:31](=[CH:32][CH:33]=[CH:34][CH:35]=4)[N:30]=3)[CH:24]=[CH:23][C:18]=2[C:19]2[O:20][C:41]([NH2:40])=[N:22][N:21]=2)([C:11]2[CH:12]=[CH:13][CH:14]=[CH:15][CH:16]=2)[CH2:10]1, predict the reactants needed to synthesize it. The reactants are: C(=O)(O)[O-].[Na+].[CH3:6][C:7]1([CH3:39])[CH2:10][C:9]([C:17]2[CH:26]=[C:25]([O:27][CH2:28][C:29]3[CH:38]=[CH:37][C:36]4[C:31](=[CH:32][CH:33]=[CH:34][CH:35]=4)[N:30]=3)[CH:24]=[CH:23][C:18]=2[C:19]([NH:21][NH2:22])=[O:20])([C:11]2[CH:16]=[CH:15][CH:14]=[CH:13][CH:12]=2)[CH2:8]1.[N:40]#[C:41]Br. (4) The reactants are: [Cl:1][C:2]1[N:3]=[C:4](Cl)[C:5]2[CH:10]=[CH:9][NH:8][C:6]=2[N:7]=1.[CH3:12][C:13]([CH3:18])([CH2:16][NH2:17])[CH2:14][NH2:15].C(N(CC)CC)C. Given the product [NH2:15][CH2:14][C:13]([CH3:18])([CH3:12])[CH2:16][NH:17][C:4]1[C:5]2[CH:10]=[CH:9][NH:8][C:6]=2[N:7]=[C:2]([Cl:1])[N:3]=1, predict the reactants needed to synthesize it.